This data is from Full USPTO retrosynthesis dataset with 1.9M reactions from patents (1976-2016). The task is: Predict the reactants needed to synthesize the given product. (1) The reactants are: [CH3:1][O:2][C:3]([C:5]1[CH:10]=[CH:9][N:8]=[C:7](Cl)[N:6]=1)=[O:4].[C:12]([O:16][C:17]([N:19]1[CH2:24][CH2:23][CH:22]([NH2:25])[CH2:21][CH2:20]1)=[O:18])([CH3:15])([CH3:14])[CH3:13].C(N(C(C)C)C(C)C)C. Given the product [CH3:1][O:2][C:3]([C:5]1[CH:10]=[CH:9][N:8]=[C:7]([NH:25][CH:22]2[CH2:21][CH2:20][N:19]([C:17]([O:16][C:12]([CH3:15])([CH3:14])[CH3:13])=[O:18])[CH2:24][CH2:23]2)[N:6]=1)=[O:4], predict the reactants needed to synthesize it. (2) Given the product [C:22]([OH:41])(=[O:40])[C:6]1[CH:5]=[CH:4][CH:3]=[C:2]([C:1]([OH:20])=[O:19])[CH:7]=1, predict the reactants needed to synthesize it. The reactants are: [C:1]([O-:20])(=[O:19])[CH2:2][CH2:3][CH2:4][CH2:5][CH2:6][CH2:7]CCCCCCCCCCC.[Al+3].[C:22]([O-:41])(=[O:40])CCCCCCCCCCCCCCCCC.C([O-])(=O)CCCCCCCCCCCCCCCCC.C. (3) The reactants are: [Br:1][C:2]1[CH:11]=[CH:10][C:5]2[N:6]=[C:7](Cl)[S:8][C:4]=2[CH:3]=1.[N:12]1([CH:17]2[CH2:22][CH2:21][NH:20][CH2:19][CH2:18]2)[CH2:16][CH2:15][CH2:14][CH2:13]1.CN(C)C=O.C(N(CC)C(C)C)(C)C. Given the product [Br:1][C:2]1[CH:11]=[CH:10][C:5]2[N:6]=[C:7]([N:20]3[CH2:21][CH2:22][CH:17]([N:12]4[CH2:16][CH2:15][CH2:14][CH2:13]4)[CH2:18][CH2:19]3)[S:8][C:4]=2[CH:3]=1, predict the reactants needed to synthesize it. (4) Given the product [Cl:1][C:2]1[CH:3]=[C:4]([C@H:9]([O:23][CH2:27][C:28]#[N:29])[C@@H:10]2[CH2:15][CH2:14][CH2:13][N:12]([C:16]([O:18][C:19]([CH3:20])([CH3:22])[CH3:21])=[O:17])[CH2:11]2)[CH:5]=[CH:6][C:7]=1[F:8], predict the reactants needed to synthesize it. The reactants are: [Cl:1][C:2]1[CH:3]=[C:4]([C@H:9]([OH:23])[C@@H:10]2[CH2:15][CH2:14][CH2:13][N:12]([C:16]([O:18][C:19]([CH3:22])([CH3:21])[CH3:20])=[O:17])[CH2:11]2)[CH:5]=[CH:6][C:7]=1[F:8].[H-].[Na+].Br[CH2:27][C:28]#[N:29]. (5) Given the product [Br:1][C:2]1[C:3]([CH3:9])=[N:4][C:5]([CH:10]2[CH2:12][CH2:11]2)=[CH:6][CH:7]=1, predict the reactants needed to synthesize it. The reactants are: [Br:1][C:2]1[C:3]([CH3:9])=[N:4][C:5](Br)=[CH:6][CH:7]=1.[CH:10]1(B(O)O)[CH2:12][CH2:11]1.C([O-])([O-])=O.[Cs+].[Cs+]. (6) Given the product [CH3:32][N:33]([CH3:34])[C:2]1[CH:7]=[CH:6][N:5]2[N:8]=[CH:9][C:10]([C:11]([NH:13][CH:14]([C:19]3[CH:24]=[CH:23][C:22]([O:25][C:26]([F:29])([F:27])[F:28])=[C:21]([F:30])[CH:20]=3)[C:15]([OH:18])([CH3:17])[CH3:16])=[O:12])=[C:4]2[N:3]=1, predict the reactants needed to synthesize it. The reactants are: Cl[C:2]1[CH:7]=[CH:6][N:5]2[N:8]=[CH:9][C:10]([C:11]([NH:13][CH:14]([C:19]3[CH:24]=[CH:23][C:22]([O:25][C:26]([F:29])([F:28])[F:27])=[C:21]([F:30])[CH:20]=3)[C:15]([OH:18])([CH3:17])[CH3:16])=[O:12])=[C:4]2[N:3]=1.Cl.[CH3:32][NH:33][CH3:34].C(N(CC)C(C)C)(C)C.O. (7) Given the product [C:1]([C:11]1[CH:18]=[CH:17][C:14]([CH2:15][NH:28][CH2:27][CH2:26][C:21]2[CH:22]=[CH:23][CH:24]=[CH:25][C:20]=2[F:19])=[CH:13][CH:12]=1)#[C:2][CH2:3][CH2:4][CH2:5][CH2:6][CH2:7][CH2:8][CH2:9][CH3:10], predict the reactants needed to synthesize it. The reactants are: [C:1]([C:11]1[CH:18]=[CH:17][C:14]([CH:15]=O)=[CH:13][CH:12]=1)#[C:2][CH2:3][CH2:4][CH2:5][CH2:6][CH2:7][CH2:8][CH2:9][CH3:10].[F:19][C:20]1[CH:25]=[CH:24][CH:23]=[CH:22][C:21]=1[CH2:26][CH2:27][NH2:28].[O-]S([O-])(=O)=O.[Mg+2].C(O[BH-](OC(=O)C)OC(=O)C)(=O)C.[Na+].